Task: Predict the reaction yield, written as a fraction of the theoretical maximum amount of product (1.0 means a 100% yield; for example, 0.34 means a 34% yield).. Dataset: Reaction yield outcomes from USPTO patents with 853,638 reactions The reactants are [NH2:1][C:2]1[CH:3]=[C:4]2[C:9](=[CH:10][CH:11]=1)[N:8]=[CH:7][CH:6]=[CH:5]2.[C:12]([OH:16])(=[O:15])[CH:13]=O.[BH3-]C#N.[Na+].[C:21](#N)[CH3:22]. No catalyst specified. The product is [N:8]1[C:9]2[C:4](=[CH:3][C:2]([NH:1][CH2:13][C:12]([O:16][CH2:21][CH3:22])=[O:15])=[CH:11][CH:10]=2)[CH:5]=[CH:6][CH:7]=1. The yield is 0.870.